Dataset: NCI-60 drug combinations with 297,098 pairs across 59 cell lines. Task: Regression. Given two drug SMILES strings and cell line genomic features, predict the synergy score measuring deviation from expected non-interaction effect. (1) Drug 1: CN1CCC(CC1)COC2=C(C=C3C(=C2)N=CN=C3NC4=C(C=C(C=C4)Br)F)OC. Drug 2: C1CC(C1)(C(=O)O)C(=O)O.[NH2-].[NH2-].[Pt+2]. Cell line: RXF 393. Synergy scores: CSS=48.6, Synergy_ZIP=-1.22, Synergy_Bliss=3.62, Synergy_Loewe=4.57, Synergy_HSA=5.26. (2) Drug 1: C1=NC(=NC(=O)N1C2C(C(C(O2)CO)O)O)N. Drug 2: CC1CCCC2(C(O2)CC(NC(=O)CC(C(C(=O)C(C1O)C)(C)C)O)C(=CC3=CSC(=N3)C)C)C. Cell line: MCF7. Synergy scores: CSS=28.9, Synergy_ZIP=0.143, Synergy_Bliss=-0.224, Synergy_Loewe=-5.89, Synergy_HSA=0.894. (3) Drug 1: COC1=CC(=CC(=C1O)OC)C2C3C(COC3=O)C(C4=CC5=C(C=C24)OCO5)OC6C(C(C7C(O6)COC(O7)C8=CC=CS8)O)O. Drug 2: CC=C1C(=O)NC(C(=O)OC2CC(=O)NC(C(=O)NC(CSSCCC=C2)C(=O)N1)C(C)C)C(C)C. Cell line: SF-295. Synergy scores: CSS=61.2, Synergy_ZIP=4.04, Synergy_Bliss=4.53, Synergy_Loewe=2.79, Synergy_HSA=5.73.